Dataset: Catalyst prediction with 721,799 reactions and 888 catalyst types from USPTO. Task: Predict which catalyst facilitates the given reaction. (1) Reactant: [F:1][C:2]([F:10])([F:9])[CH:3]([OH:8])[C:4]([F:7])([F:6])[F:5].[H-].[Na+].Cl[C:14]1[C:19]([Cl:20])=[CH:18][C:17]([N+:21]([O-:23])=[O:22])=[CH:16][N:15]=1. Product: [Cl:20][C:19]1[C:14]([O:8][CH:3]([C:4]([F:7])([F:6])[F:5])[C:2]([F:10])([F:9])[F:1])=[N:15][CH:16]=[C:17]([N+:21]([O-:23])=[O:22])[CH:18]=1. The catalyst class is: 1. (2) Reactant: [NH:1]1[CH:5]=[C:4]([CH2:6][O:7][Si:8]([C:11]([CH3:14])([CH3:13])[CH3:12])([CH3:10])[CH3:9])[N:3]=[CH:2]1.[N+:15]([C:18]1[CH:19]=[C:20](B(O)O)[CH:21]=[CH:22][CH:23]=1)([O-:17])=[O:16].N1C=CC=CC=1. Product: [Si:8]([O:7][CH2:6][C:4]1[N:3]=[CH:2][N:1]([C:22]2[CH:21]=[CH:20][CH:19]=[C:18]([N+:15]([O-:17])=[O:16])[CH:23]=2)[CH:5]=1)([C:11]([CH3:14])([CH3:13])[CH3:12])([CH3:9])[CH3:10]. The catalyst class is: 4. (3) Reactant: C([O:9][CH2:10][CH2:11][O:12][CH2:13][CH2:14][N:15]1[C:23]2[C:22](Cl)=[N:21][CH:20]=[N:19][C:18]=2[CH:17]=[CH:16]1)(=O)C1C=CC=CC=1.[Cl:25][C:26]1[CH:27]=[C:28]([CH:30]=[CH:31][C:32]=1[O:33][C:34]1[CH:39]=[CH:38][CH:37]=[C:36]([Cl:40])[CH:35]=1)[NH2:29].CN1CCCC1=O.C(=O)([O-])O.[Na+]. Product: [Cl:25][C:26]1[CH:27]=[C:28]([NH:29][C:22]2[C:23]3[N:15]([CH2:14][CH2:13][O:12][CH2:11][CH2:10][OH:9])[CH:16]=[CH:17][C:18]=3[N:19]=[CH:20][N:21]=2)[CH:30]=[CH:31][C:32]=1[O:33][C:34]1[CH:39]=[CH:38][CH:37]=[C:36]([Cl:40])[CH:35]=1. The catalyst class is: 6. (4) Reactant: [C:1]1([C@@H:7]([OH:11])[CH2:8][CH2:9][OH:10])[CH:6]=[CH:5][CH:4]=[CH:3][CH:2]=1.C1N2CCN(CC2)C1.[C:20]1([CH3:30])[CH:25]=[CH:24][C:23]([S:26](Cl)(=[O:28])=[O:27])=[CH:22][CH:21]=1. Product: [OH:11][C@H:7]([C:1]1[CH:6]=[CH:5][CH:4]=[CH:3][CH:2]=1)[CH2:8][CH2:9][O:10][S:26]([C:23]1[CH:24]=[CH:25][C:20]([CH3:30])=[CH:21][CH:22]=1)(=[O:28])=[O:27]. The catalyst class is: 2. (5) Product: [CH:16]1([N:7]2[CH2:8][C:9]([F:15])([F:14])[C:10](=[O:13])[N:11]([CH3:12])[C:5]3[CH:4]=[N:3][C:2]([NH:22][C:23]4[CH:31]=[CH:30][C:26]([C:27]([OH:29])=[O:28])=[CH:25][C:24]=4[CH2:32][CH3:33])=[N:21][C:6]2=3)[CH2:20][CH2:19][CH2:18][CH2:17]1. The catalyst class is: 8. Reactant: Cl[C:2]1[N:3]=[CH:4][C:5]2[N:11]([CH3:12])[C:10](=[O:13])[C:9]([F:15])([F:14])[CH2:8][N:7]([CH:16]3[CH2:20][CH2:19][CH2:18][CH2:17]3)[C:6]=2[N:21]=1.[NH2:22][C:23]1[CH:31]=[CH:30][C:26]([C:27]([OH:29])=[O:28])=[CH:25][C:24]=1[CH2:32][CH3:33].Cl. (6) Reactant: [BH-](OC(C)=O)(OC(C)=O)O[C:3](C)=O.[Na+].[CH:15]([C:17]1[CH:24]=[CH:23][C:20]([CH2:21][NH2:22])=[CH:19][CH:18]=1)=[CH2:16].[C:25]1([P:31]([C:56]2[CH:61]=[CH:60][CH:59]=[CH:58][CH:57]=2)[C-:32]2[CH:36]=[C:35]([C:37]([CH3:42])([CH2:39][CH:40]=O)[CH3:38])[CH:34]=[C:33]2[P:43]([C:50]2[CH:55]=[CH:54][CH:53]=[CH:52][CH:51]=2)[C:44]2[CH:49]=[CH:48][CH:47]=[CH:46][CH:45]=2)[CH:30]=[CH:29][CH:28]=[CH:27][CH:26]=1.C(P(C(C)C)[C-]1C=CC=C1)(C)C.[Fe+2:74].[OH-].[Na+]. Product: [C:25]1([P:31]([C:56]2[CH:61]=[CH:60][CH:59]=[CH:58][CH:57]=2)[C-:32]2[CH:36]=[C:35]([C:37]([CH3:42])([CH2:39][CH2:40][CH2:3][NH:22][CH2:21][C:20]3[CH:23]=[CH:24][C:17]([CH:15]=[CH2:16])=[CH:18][CH:19]=3)[CH3:38])[CH:34]=[C:33]2[P:43]([C:50]2[CH:55]=[CH:54][CH:53]=[CH:52][CH:51]=2)[C:44]2[CH:49]=[CH:48][CH:47]=[CH:46][CH:45]=2)[CH:30]=[CH:29][CH:28]=[CH:27][CH:26]=1.[CH:50]([P:43]([CH:44]([CH3:49])[CH3:45])[C:33]1[C-:32]([P:31]([C:56]2[CH:61]=[CH:60][CH:59]=[CH:58][CH:57]=2)[C:25]2[CH:26]=[CH:27][CH:28]=[CH:29][CH:30]=2)[CH:36]=[CH:35][CH:34]=1)([CH3:55])[CH3:51].[Fe+2:74]. The catalyst class is: 68. (7) Reactant: [F:1][C:2]1([CH2:8][O:9][C:10]2[CH:15]=[CH:14][C:13]([S:16]([NH2:19])(=[O:18])=[O:17])=[CH:12][C:11]=2[N+:20]([O-:22])=[O:21])[CH2:7][CH2:6][NH:5][CH2:4][CH2:3]1.[CH3:23][S:24](Cl)(=[O:26])=[O:25].C(N(CC)CC)C. Product: [F:1][C:2]1([CH2:8][O:9][C:10]2[CH:15]=[CH:14][C:13]([S:16]([NH2:19])(=[O:18])=[O:17])=[CH:12][C:11]=2[N+:20]([O-:22])=[O:21])[CH2:7][CH2:6][N:5]([S:24]([CH3:23])(=[O:26])=[O:25])[CH2:4][CH2:3]1. The catalyst class is: 4.